This data is from Full USPTO retrosynthesis dataset with 1.9M reactions from patents (1976-2016). The task is: Predict the reactants needed to synthesize the given product. (1) Given the product [CH2:1](/[C:3](=[CH:9]\[CH:10]=[CH:11]\[CH2:12][CH2:13]/[CH:14]=[CH:15]\[CH2:16]/[CH:17]=[CH:18]\[CH2:19]/[CH:20]=[CH:21]\[CH2:22]/[CH:23]=[CH:24]\[CH2:25][CH3:26])/[C:4]([OH:6])=[O:5])[CH3:2], predict the reactants needed to synthesize it. The reactants are: [CH2:1](/[C:3](=[CH:9]\[CH:10]=[CH:11]\[CH2:12][CH2:13]/[CH:14]=[CH:15]\[CH2:16]/[CH:17]=[CH:18]\[CH2:19]/[CH:20]=[CH:21]\[CH2:22]/[CH:23]=[CH:24]\[CH2:25][CH3:26])/[C:4]([O:6]CC)=[O:5])[CH3:2].[Li+].[OH-].Cl. (2) Given the product [CH3:31][C:32]1[C:37]([C:10]2[CH:11]=[CH:12][C:13]3[N:19]4[CH2:20][C@H:16]([CH2:17][CH2:18]4)[N:15]([C:21]([NH:23][C:24]4[CH:29]=[N:28][CH:27]=[CH:26][N:25]=4)=[O:22])[C:14]=3[N:30]=2)=[CH:36][CH:35]=[C:34]([CH3:41])[N:33]=1, predict the reactants needed to synthesize it. The reactants are: [O-]P([O-])([O-])=O.[K+].[K+].[K+].Cl[C:10]1[CH:11]=[CH:12][C:13]2[N:19]3[CH2:20][C@H:16]([CH2:17][CH2:18]3)[N:15]([C:21]([NH:23][C:24]3[CH:29]=[N:28][CH:27]=[CH:26][N:25]=3)=[O:22])[C:14]=2[N:30]=1.[CH3:31][C:32]1[C:37](B(O)O)=[CH:36][CH:35]=[C:34]([CH3:41])[N:33]=1.CC(C1C=C(C(C)C)C(C2C=CC=CC=2P(C2CCCCC2)C2CCCCC2)=C(C(C)C)C=1)C. (3) Given the product [F:23][C:18]1[C:17]([C:13]2[CH:12]=[C:11]([N:9]3[CH:10]=[C:6]([C:4]([C:26]4[S:25][CH:29]=[CH:28][N:27]=4)=[O:5])[N:7]=[CH:8]3)[CH:16]=[CH:15][CH:14]=2)=[CH:22][CH:21]=[CH:20][N:19]=1, predict the reactants needed to synthesize it. The reactants are: CON(C)[C:4]([C:6]1[N:7]=[CH:8][N:9]([C:11]2[CH:16]=[CH:15][CH:14]=[C:13]([C:17]3[C:18]([F:23])=[N:19][CH:20]=[CH:21][CH:22]=3)[CH:12]=2)[CH:10]=1)=[O:5].[S:25]1[CH:29]=[CH:28][N:27]=[CH:26]1. (4) Given the product [N+:1]([C:4]1[CH:5]=[CH:6][C:7]([CH2:10][C:11]([O:13][CH2:19][CH3:20])=[O:12])=[CH:8][CH:9]=1)([O-:3])=[O:2], predict the reactants needed to synthesize it. The reactants are: [N+:1]([C:4]1[CH:9]=[CH:8][C:7]([CH2:10][C:11]([OH:13])=[O:12])=[CH:6][CH:5]=1)([O-:3])=[O:2].S(=O)(=O)(O)O.[CH2:19](O)[CH3:20]. (5) Given the product [Br:6][C:7]1[CH:12]=[C:11]([Cl:13])[CH:10]=[CH:9][C:8]=1[N:14]1[CH:18]=[N:17][C:16]([O:19][CH2:32][C:31]2[CH:34]=[CH:35][C:28]([O:27][CH3:26])=[CH:29][CH:30]=2)=[N:15]1, predict the reactants needed to synthesize it. The reactants are: CN(C)C=O.[Br:6][C:7]1[CH:12]=[C:11]([Cl:13])[CH:10]=[CH:9][C:8]=1[N:14]1[CH:18]=[N:17][C:16]([OH:19])=[N:15]1.C(=O)([O-])[O-].[K+].[K+].[CH3:26][O:27][C:28]1[CH:35]=[CH:34][C:31]([CH2:32]Cl)=[CH:30][CH:29]=1. (6) Given the product [C:1]([O:5][CH2:6][C:7]([CH:13]1[CH2:14][CH2:15][CH2:16][CH2:17][CH2:18]1)([CH2:8][O:9][CH3:21])[CH2:10][O:11][CH3:12])([CH3:4])([CH3:2])[CH3:3], predict the reactants needed to synthesize it. The reactants are: [C:1]([O:5][CH2:6][C:7]([CH:13]1[CH2:18][CH2:17][CH2:16][CH2:15][CH2:14]1)([CH2:10][O:11][CH3:12])[CH2:8][OH:9])([CH3:4])([CH3:3])[CH3:2].[H-].[Na+].[CH3:21]I.